The task is: Predict the reaction yield, written as a fraction of the theoretical maximum amount of product (1.0 means a 100% yield; for example, 0.34 means a 34% yield).. This data is from Reaction yield outcomes from USPTO patents with 853,638 reactions. (1) The reactants are I[C:2]1[CH:16]=[CH:15][C:5]([N:6]([CH2:11][CH2:12][CH2:13][CH3:14])[CH2:7][CH2:8][CH2:9][CH3:10])=[CH:4][CH:3]=1.[CH3:17][Si:18]([C:21]#[CH:22])([CH3:20])[CH3:19]. The catalyst is CCN(CC)CC.C1C=CC=CC=1.Cl[Pd](Cl)([P](C1C=CC=CC=1)(C1C=CC=CC=1)C1C=CC=CC=1)[P](C1C=CC=CC=1)(C1C=CC=CC=1)C1C=CC=CC=1. The product is [CH3:17][Si:18]([C:21]#[C:22][C:2]1[CH:16]=[CH:15][C:5]([N:6]([CH2:11][CH2:12][CH2:13][CH3:14])[CH2:7][CH2:8][CH2:9][CH3:10])=[CH:4][CH:3]=1)([CH3:20])[CH3:19]. The yield is 0.820. (2) The reactants are Cl.[CH3:2][O:3][C:4]1[CH:13]=[C:12]2[C:7]([CH:8]=[CH:9][CH:10]=[C:11]2[CH2:14][CH2:15][NH2:16])=[CH:6][CH:5]=1.[C:17]([O-])(=[O:19])[CH3:18].[Na+].C(OC(=O)C)(=O)C.O. The catalyst is C(O)C. The product is [CH3:2][O:3][C:4]1[CH:13]=[C:12]2[C:7]([CH:8]=[CH:9][CH:10]=[C:11]2[CH2:14][CH2:15][NH:16][C:17](=[O:19])[CH3:18])=[CH:6][CH:5]=1. The yield is 0.867. (3) The reactants are [NH2:1][C:2]1[C:11]2[C:6](=[C:7](Br)[CH:8]=[CH:9][CH:10]=2)[N:5]=[N:4][C:3]=1[C:13]([NH:15][CH2:16][CH2:17][CH3:18])=[O:14].[C:19]([C:21]1[CH:22]=[C:23](B(O)O)[CH:24]=[CH:25][CH:26]=1)#[N:20]. No catalyst specified. The product is [NH2:1][C:2]1[C:11]2[C:6](=[C:7]([C:25]3[CH:24]=[CH:23][CH:22]=[C:21]([C:19]#[N:20])[CH:26]=3)[CH:8]=[CH:9][CH:10]=2)[N:5]=[N:4][C:3]=1[C:13]([NH:15][CH2:16][CH2:17][CH3:18])=[O:14]. The yield is 0.860. (4) The reactants are [ClH:1].O1CCOCC1.[OH:8][C@H:9]1[C:13]2[N:14]=[CH:15][N:16]=[C:17]([N:18]3[CH2:23][CH2:22][N:21](C(OC(C)(C)C)=O)[CH2:20][CH2:19]3)[C:12]=2[C@H:11]([CH3:31])[CH2:10]1. The catalyst is O1CCOCC1. The product is [ClH:1].[ClH:1].[CH3:31][C@H:11]1[C:12]2[C:17]([N:18]3[CH2:19][CH2:20][NH:21][CH2:22][CH2:23]3)=[N:16][CH:15]=[N:14][C:13]=2[C@H:9]([OH:8])[CH2:10]1. The yield is 0.798. (5) The reactants are [F:1][C:2]([F:20])([F:19])[C:3]1[CH:4]=[C:5]([C:13]([CH3:18])([CH3:17])[C:14](Cl)=[O:15])[CH:6]=[C:7]([C:9]([F:12])([F:11])[F:10])[CH:8]=1.[CH2:21]([N:28]1[CH2:32][C@@H:31]([C:33]2[CH:38]=[CH:37][C:36]([F:39])=[CH:35][CH:34]=2)[C@H:30]([NH:40][CH3:41])[CH2:29]1)[C:22]1[CH:27]=[CH:26][CH:25]=[CH:24][CH:23]=1.C(N(C(C)C)C(C)C)C. The catalyst is C(Cl)Cl. The product is [CH2:21]([N:28]1[CH2:32][C@@H:31]([C:33]2[CH:34]=[CH:35][C:36]([F:39])=[CH:37][CH:38]=2)[C@H:30]([N:40]([CH3:41])[C:14](=[O:15])[C:13]([C:5]2[CH:4]=[C:3]([C:2]([F:20])([F:19])[F:1])[CH:8]=[C:7]([C:9]([F:12])([F:11])[F:10])[CH:6]=2)([CH3:18])[CH3:17])[CH2:29]1)[C:22]1[CH:23]=[CH:24][CH:25]=[CH:26][CH:27]=1. The yield is 0.740. (6) The yield is 0.480. The reactants are [O:1]1[C:5]2[CH:6]=[CH:7][C:8]([C:10]3[S:11][CH:12]=[C:13]([C:15]([OH:17])=O)[N:14]=3)=[CH:9][C:4]=2[CH2:3][CH2:2]1.Br.NC1NC2C=CC(C([C:31]3[CH:35]=[CH:34][S:33][CH:32]=3)=O)=CC=2N=1.F[P-](F)(F)(F)(F)F.[N:43]1(OC(N(C)C)=[N+](C)C)[C:47]2[CH:48]=[CH:49][CH:50]=[CH:51][C:46]=2[N:45]=N1.C([N:63]([CH2:67]C)C(C)C)(C)C.CN(C)[CH:71]=[O:72]. The catalyst is CN(C)C1C=CN=CC=1. The product is [O:1]1[C:5]2[CH:6]=[CH:7][C:8]([C:10]3[S:11][CH:12]=[C:13]([C:15]([NH:63][C:67]4[NH:45][C:46]5[CH:51]=[CH:50][C:49]([C:71]([C:34]6[S:33][CH:32]=[CH:31][CH:35]=6)=[O:72])=[CH:48][C:47]=5[N:43]=4)=[O:17])[N:14]=3)=[CH:9][C:4]=2[CH2:3][CH2:2]1. (7) The reactants are [O:1]1[CH:5]=[CH:4][CH:3]=[C:2]1[CH2:6][NH:7][C@:8]12[CH2:43][CH2:42][C@@H:41]([C:44]([CH3:46])=[CH2:45])[C@@H:9]1[C@@H:10]1[C@@:23]([CH3:26])([CH2:24][CH2:25]2)[C@@:22]2([CH3:27])[C@@H:13]([C@:14]3([CH3:40])[C@@H:19]([CH2:20][CH2:21]2)[C:18]([CH3:29])([CH3:28])[C:17]([C:30]2[CH:39]=[CH:38][C:33]([C:34]([O:36]C)=[O:35])=[CH:32][CH:31]=2)=[CH:16][CH2:15]3)[CH2:12][CH2:11]1.[OH-].[Na+]. The catalyst is O1CCOCC1. The product is [O:1]1[CH:5]=[CH:4][CH:3]=[C:2]1[CH2:6][NH:7][C@:8]12[CH2:43][CH2:42][C@@H:41]([C:44]([CH3:46])=[CH2:45])[C@@H:9]1[C@@H:10]1[C@@:23]([CH3:26])([CH2:24][CH2:25]2)[C@@:22]2([CH3:27])[C@@H:13]([C@:14]3([CH3:40])[C@@H:19]([CH2:20][CH2:21]2)[C:18]([CH3:29])([CH3:28])[C:17]([C:30]2[CH:39]=[CH:38][C:33]([C:34]([OH:36])=[O:35])=[CH:32][CH:31]=2)=[CH:16][CH2:15]3)[CH2:12][CH2:11]1. The yield is 0.605.